This data is from Forward reaction prediction with 1.9M reactions from USPTO patents (1976-2016). The task is: Predict the product of the given reaction. Given the reactants [Cl:1][C:2]1[C:3]([O:18][CH3:19])=[C:4]([C:9]([CH3:17])([CH3:16])[CH2:10][C:11](=[O:15])[C:12]([OH:14])=[O:13])[CH:5]=[CH:6][C:7]=1[CH3:8].S(=O)(=O)(O)O.[CH2:25](O)[CH3:26], predict the reaction product. The product is: [CH2:25]([O:13][C:12](=[O:14])[C:11](=[O:15])[CH2:10][C:9]([C:4]1[CH:5]=[CH:6][C:7]([CH3:8])=[C:2]([Cl:1])[C:3]=1[O:18][CH3:19])([CH3:17])[CH3:16])[CH3:26].